Dataset: Full USPTO retrosynthesis dataset with 1.9M reactions from patents (1976-2016). Task: Predict the reactants needed to synthesize the given product. (1) The reactants are: C[O:2][C:3]([C:5]1([NH:8][C:9]([C@H:11]2[C@H:15]([C:16]3[CH:21]=[CH:20][CH:19]=[C:18]([Cl:22])[C:17]=3[F:23])[C@:14]([C:26]3[CH:31]=[CH:30][C:29]([Cl:32])=[CH:28][C:27]=3[F:33])([C:24]#[N:25])[C@H:13]([CH2:34][C:35]([CH3:38])([CH3:37])[CH3:36])[NH:12]2)=[O:10])[CH2:7][CH2:6]1)=[O:4].[Li+].[OH-]. Given the product [Cl:22][C:18]1[C:17]([F:23])=[C:16]([C@@H:15]2[C@:14]([C:26]3[CH:31]=[CH:30][C:29]([Cl:32])=[CH:28][C:27]=3[F:33])([C:24]#[N:25])[C@H:13]([CH2:34][C:35]([CH3:38])([CH3:37])[CH3:36])[NH:12][C@H:11]2[C:9]([NH:8][C:5]2([C:3]([OH:4])=[O:2])[CH2:6][CH2:7]2)=[O:10])[CH:21]=[CH:20][CH:19]=1, predict the reactants needed to synthesize it. (2) The reactants are: [CH2:1]([O:3][C:4]([C:6]1[CH:11]=[CH:10][C:9]([C:12]2[CH:17]=[C:16]([N+:18]([O-])=O)[CH:15]=[CH:14][C:13]=2[O:21][CH3:22])=[CH:8][CH:7]=1)=[O:5])[CH3:2].[ClH:23]. Given the product [ClH:23].[CH2:1]([O:3][C:4]([C:6]1[CH:11]=[CH:10][C:9]([C:12]2[CH:17]=[C:16]([NH2:18])[CH:15]=[CH:14][C:13]=2[O:21][CH3:22])=[CH:8][CH:7]=1)=[O:5])[CH3:2], predict the reactants needed to synthesize it. (3) The reactants are: [NH2:1][C:2]([NH2:4])=[S:3].Br[CH:6]([C:10](=[O:21])[C:11]1[CH:16]=[CH:15][CH:14]=[CH:13][C:12]=1[C:17]([F:20])([F:19])[F:18])[C:7]([NH2:9])=[O:8]. Given the product [C:2]([S:3][CH:6]([C:10](=[O:21])[C:11]1[CH:16]=[CH:15][CH:14]=[CH:13][C:12]=1[C:17]([F:18])([F:19])[F:20])[C:7]([NH2:9])=[O:8])(=[NH:4])[NH2:1], predict the reactants needed to synthesize it. (4) Given the product [Cl:29][C:30]1[CH:31]=[C:32]([C:33]2[N:35]=[C:9]([C:8]3[CH:7]=[CH:6][C:5]([S:1]([NH2:2])(=[O:3])=[O:4])=[CH:13][CH:12]=3)[O:11][N:34]=2)[CH:37]=[CH:38][C:39]=1[O:40][CH:41]([CH3:43])[CH3:42], predict the reactants needed to synthesize it. The reactants are: [S:1]([C:5]1[CH:13]=[CH:12][C:8]([C:9]([OH:11])=O)=[CH:7][CH:6]=1)(=[O:4])(=[O:3])[NH2:2].C(Cl)CCl.C1C=C2N=NN(O)C2=CC=1.O.[Cl:29][C:30]1[CH:31]=[C:32]([CH:37]=[CH:38][C:39]=1[O:40][CH:41]([CH3:43])[CH3:42])/[C:33](=[N:35]/O)/[NH2:34].